Dataset: Reaction yield outcomes from USPTO patents with 853,638 reactions. Task: Predict the reaction yield, written as a fraction of the theoretical maximum amount of product (1.0 means a 100% yield; for example, 0.34 means a 34% yield). (1) The reactants are [CH3:1][O:2][C:3](=[O:26])/[C:4](/[C:12]1[CH:17]=[CH:16][C:15]([S:18]([CH3:21])(=[O:20])=[O:19])=[C:14]([C:22]([F:25])([F:24])[F:23])[CH:13]=1)=[CH:5]/[CH:6]1[CH2:11][CH2:10][CH2:9][CH2:8][CH2:7]1.[BH4-].[Na+]. The product is [CH3:1][O:2][C:3](=[O:26])[CH:4]([C:12]1[CH:17]=[CH:16][C:15]([S:18]([CH3:21])(=[O:19])=[O:20])=[C:14]([C:22]([F:25])([F:24])[F:23])[CH:13]=1)[CH2:5][CH:6]1[CH2:11][CH2:10][CH2:9][CH2:8][CH2:7]1. The catalyst is CO.O.O.O.O.O.O.[Ni](Cl)Cl. The yield is 0.930. (2) The reactants are [NH:1]1[CH2:6][CH2:5][CH:4]([C:7]2[CH:12]=[CH:11][C:10]([NH:13][C:14]3[N:19]=[C:18]([CH2:20][CH2:21][C:22]4[C:23]([CH2:28][C:29]([NH2:31])=[O:30])=[N:24][CH:25]=[CH:26][N:27]=4)[C:17]([C:32]([F:35])([F:34])[F:33])=[CH:16][N:15]=3)=[CH:9][CH:8]=2)[CH2:3][CH2:2]1.C=O.[C:38](O[BH-](OC(=O)C)OC(=O)C)(=O)C.[Na+]. The catalyst is CO. The product is [CH3:38][N:1]1[CH2:2][CH2:3][CH:4]([C:7]2[CH:12]=[CH:11][C:10]([NH:13][C:14]3[N:19]=[C:18]([CH2:20][CH2:21][C:22]4[C:23]([CH2:28][C:29]([NH2:31])=[O:30])=[N:24][CH:25]=[CH:26][N:27]=4)[C:17]([C:32]([F:33])([F:35])[F:34])=[CH:16][N:15]=3)=[CH:9][CH:8]=2)[CH2:5][CH2:6]1. The yield is 0.770. (3) The reactants are C[CH2:2][CH:3]([C:8]([O:10][CH2:11][CH3:12])=[O:9])[C:4]([O:6][CH3:7])=[O:5].[O-][CH2:14]C.[Na+].[Na].[N+:18]([C:21]1[CH:28]=[CH:27][C:24]([CH2:25]Br)=[CH:23][CH:22]=1)([O-:20])=[O:19]. The catalyst is CCO. The product is [N+:18]([C:21]1[CH:28]=[CH:27][C:24]([CH2:25][C:3]([CH3:2])([C:4]([O:6][CH2:7][CH3:14])=[O:5])[C:8]([O:10][CH2:11][CH3:12])=[O:9])=[CH:23][CH:22]=1)([O-:20])=[O:19]. The yield is 0.297.